From a dataset of Reaction yield outcomes from USPTO patents with 853,638 reactions. Predict the reaction yield, written as a fraction of the theoretical maximum amount of product (1.0 means a 100% yield; for example, 0.34 means a 34% yield). (1) The reactants are C(O[C:4](=[O:19])[CH2:5][N:6]1[CH2:11][CH2:10][N:9]([C:12]([O:14][C:15]([CH3:18])([CH3:17])[CH3:16])=[O:13])[CH2:8][CH2:7]1)C.CC(C)([O-])C.[Na+].[NH2:26][C:27]1[N:34]=[CH:33][C:32]([Br:35])=[CH:31][C:28]=1[CH:29]=O. The product is [Br:35][C:32]1[CH:31]=[C:28]2[C:27](=[N:34][CH:33]=1)[NH:26][C:4](=[O:19])[C:5]([N:6]1[CH2:7][CH2:8][N:9]([C:12]([O:14][C:15]([CH3:16])([CH3:17])[CH3:18])=[O:13])[CH2:10][CH2:11]1)=[CH:29]2. The catalyst is CN(C=O)C.O. The yield is 0.0400. (2) The reactants are P(Cl)(Cl)([Cl:3])=O.[NH:6]1[C:14]2[C:9](=[CH:10][CH:11]=[CH:12][CH:13]=2)[CH2:8][C:7]1=O.CN([CH:19]=[O:20])C. No catalyst specified. The product is [Cl:3][C:7]1[NH:6][C:14]2[C:9]([C:8]=1[CH:19]=[O:20])=[CH:10][CH:11]=[CH:12][CH:13]=2. The yield is 0.840. (3) The reactants are [CH:1]([C:4]1[C:19]([O:20][C:21]2([CH3:32])[CH2:24][N:23](C(OC(C)(C)C)=O)[CH2:22]2)=[CH:18][C:7]2[N:8]3[C@H:13]([CH3:14])[C:12](=[O:15])[NH:11][N:10]=[C:9]3[CH2:16][O:17][C:6]=2[CH:5]=1)([CH3:3])[CH3:2].[C:33]([OH:39])([C:35]([F:38])([F:37])[F:36])=[O:34]. The catalyst is C(Cl)Cl. The product is [F:36][C:35]([F:38])([F:37])[C:33]([OH:39])=[O:34].[CH:1]([C:4]1[C:19]([O:20][C:21]2([CH3:32])[CH2:22][NH:23][CH2:24]2)=[CH:18][C:7]2[N:8]3[C@H:13]([CH3:14])[C:12](=[O:15])[NH:11][N:10]=[C:9]3[CH2:16][O:17][C:6]=2[CH:5]=1)([CH3:3])[CH3:2]. The yield is 0.970. (4) The reactants are [Br:1]Br.[OH-].[Na+].[C:5]([C:7]1[O:11][N:10]=[C:9]([CH2:12][CH2:13][C:14]([CH3:24])([S:20]([CH3:23])(=[O:22])=[O:21])[C:15]([O:17][CH2:18][CH3:19])=[O:16])[CH:8]=1)#[CH:6]. The catalyst is C1COCC1. The product is [Br:1][C:6]#[C:5][C:7]1[O:11][N:10]=[C:9]([CH2:12][CH2:13][C:14]([CH3:24])([S:20]([CH3:23])(=[O:21])=[O:22])[C:15]([O:17][CH2:18][CH3:19])=[O:16])[CH:8]=1. The yield is 0.760. (5) The reactants are I[C:2]1[N:3]=[C:4]([CH3:7])[S:5][CH:6]=1.[CH2:8]([C:12]1[N:13]=[C:14]2[CH:19]=[CH:18][CH:17]=[CH:16][N:15]2[CH:20]=1)[CH2:9][C:10]#[CH:11]. The catalyst is C(N(CC)CC)C.[Cu](I)I.Cl[Pd](Cl)([P](C1C=CC=CC=1)(C1C=CC=CC=1)C1C=CC=CC=1)[P](C1C=CC=CC=1)(C1C=CC=CC=1)C1C=CC=CC=1. The product is [CH3:7][C:4]1[S:5][CH:6]=[C:2]([C:11]#[C:10][CH2:9][CH2:8][C:12]2[N:13]=[C:14]3[CH:19]=[CH:18][CH:17]=[CH:16][N:15]3[CH:20]=2)[N:3]=1. The yield is 0.140. (6) The reactants are [CH3:1][C:2]1[CH:7]=[CH:6][N:5]=[CH:4][C:3]=1[N:8]1[CH2:12][CH2:11][NH:10][C:9]1=[O:13].Br[C:15]1[CH:20]=[CH:19][C:18]([F:21])=[CH:17][CH:16]=1.N[C@@H]1CCCC[C@H]1N.C(=O)([O-])[O-].[K+].[K+]. The catalyst is [Cu](I)I.O1CCOCC1. The product is [F:21][C:18]1[CH:19]=[CH:20][C:15]([N:10]2[CH2:11][CH2:12][N:8]([C:3]3[CH:4]=[N:5][CH:6]=[CH:7][C:2]=3[CH3:1])[C:9]2=[O:13])=[CH:16][CH:17]=1. The yield is 0.430.